From a dataset of TCR-epitope binding with 47,182 pairs between 192 epitopes and 23,139 TCRs. Binary Classification. Given a T-cell receptor sequence (or CDR3 region) and an epitope sequence, predict whether binding occurs between them. (1) The epitope is GLCTLVAML. The TCR CDR3 sequence is CASTPDGDNEQFF. Result: 1 (the TCR binds to the epitope). (2) The epitope is IVTDFSVIK. The TCR CDR3 sequence is CASSQGQGPEQYF. Result: 0 (the TCR does not bind to the epitope).